This data is from CYP3A4 substrate classification data from Carbon-Mangels et al.. The task is: Regression/Classification. Given a drug SMILES string, predict its absorption, distribution, metabolism, or excretion properties. Task type varies by dataset: regression for continuous measurements (e.g., permeability, clearance, half-life) or binary classification for categorical outcomes (e.g., BBB penetration, CYP inhibition). Dataset: cyp3a4_substrate_carbonmangels. (1) The molecule is Cc1oncc1C(=O)Nc1ccc(C(F)(F)F)cc1. The result is 1 (substrate). (2) The result is 1 (substrate). The molecule is Clc1ccc(CO[C@@H](Cn2ccnc2)c2ccc(Cl)cc2Cl)c(Cl)c1. (3) The compound is Cc1cccc(C)c1NC(=O)CN1CCCC1=O. The result is 1 (substrate).